The task is: Binary Classification. Given a miRNA mature sequence and a target amino acid sequence, predict their likelihood of interaction.. This data is from Experimentally validated miRNA-target interactions with 360,000+ pairs, plus equal number of negative samples. (1) The miRNA is mmu-miR-673-3p with sequence UCCGGGGCUGAGUUCUGUGCACC. The protein sequence of the target gene is MTLLGSEHSLLIRRKFRSVLQLRLQQRRTQEQLANQGLIPPLKGPTEFHDPRKQLDSAKTEDSLRRKGRNRSDRASLVTMHILQASTAERSIPTAQMKLKRARLADDLNEKIALRPGPLELVEKNILPMDSSVKEAIKGTEVSLSKAADAFAFEDDSSRDGLSPDQARSEDPQGSTGSTPDIKSTEAPLDTIQDLTPGSESDKNDAASQPGNQSDPGKQVLGPLSTPIPVHTAVKSKSLGDSKNRHKKPKDPKPKVKKLKYHQYIPPDQKAEKSPPPMDSAYARLLQQQQLFLQLQILSQ.... Result: 0 (no interaction). (2) The miRNA is hsa-miR-19b-3p with sequence UGUGCAAAUCCAUGCAAAACUGA. The protein sequence of the target gene is MADPAAGPPPSEGEESTVRFARKGALRQKNVHEVKNHKFTARFFKQPTFCSHCTDFIWGFGKQGFQCQVCCFVVHKRCHEFVTFSCPGADKGPASDDPRSKHKFKIHTYSSPTFCDHCGSLLYGLIHQGMKCDTCMMNVHKRCVMNVPSLCGTDHTERRGRIYIQAHIDREVLIVVVRDAKNLVPMDPNGLSDPYVKLKLIPDPKSESKQKTKTIKCSLNPEWNETFRFQLKESDKDRRLSVEIWDWDLTSRNDFMGSLSFGISELQKAGVDGWFKLLSQEEGEYFNVPVPPEGSEGNEE.... Result: 0 (no interaction). (3) The miRNA is mmu-miR-5113 with sequence ACAGAGGAGGAGAGAGAUCCUGU. The protein sequence of the target gene is MNSYFEQASGFYGHPHQATGMAMGSGGHHDQTASAAAAAYRGFPLSLGMSPYANHHLQRTTQDSPYDASITAACNKIYGDGAGAYKQDCLNIKADAVNGYKDIWNTGGSNGGGGGGGGGGGGGAGGTGGAGNANGGNAANANGQNNPAGGMPVRPSACTPDSRVGGYLDTSGGSPVSHRGGSAGGNVSVSGGNGNAGGVQSGVGVAGAGTAWNANCTISGAAAQTAAASSLHQASNHTFYPWMAIAGECPEDPTKSKIRSDLTQYGGISTDMGKRYSESLAGSLLPDWLGTNGLRRRGRQ.... Result: 0 (no interaction).